Dataset: Catalyst prediction with 721,799 reactions and 888 catalyst types from USPTO. Task: Predict which catalyst facilitates the given reaction. Reactant: Cl[C:2]1[C:11]2[N:12]([CH3:27])[C:13](=[O:26])[N:14]([C:15]3[CH:20]=[CH:19][C:18]([C:21]([CH3:25])([CH3:24])[C:22]#[N:23])=[CH:17][CH:16]=3)[C:10]=2[C:9]2[CH:8]=[C:7]([C:28]3[CH:29]=[N:30][C:31]4[C:36]([CH:37]=3)=[CH:35][CH:34]=[CH:33][CH:32]=4)[CH:6]=[CH:5][C:4]=2[N:3]=1.C([O-])(C)(C)C.[Na+].[CH3:44][O:45][C:46]1[CH:53]=[CH:52][C:49]([CH2:50][NH2:51])=[CH:48][CH:47]=1. Product: [CH3:44][O:45][C:46]1[CH:53]=[CH:52][C:49]([CH2:50][NH:51][C:2]2[C:11]3[N:12]([CH3:27])[C:13](=[O:26])[N:14]([C:15]4[CH:20]=[CH:19][C:18]([C:21]([CH3:25])([CH3:24])[C:22]#[N:23])=[CH:17][CH:16]=4)[C:10]=3[C:9]3[CH:8]=[C:7]([C:28]4[CH:29]=[N:30][C:31]5[C:36]([CH:37]=4)=[CH:35][CH:34]=[CH:33][CH:32]=5)[CH:6]=[CH:5][C:4]=3[N:3]=2)=[CH:48][CH:47]=1. The catalyst class is: 11.